From a dataset of Forward reaction prediction with 1.9M reactions from USPTO patents (1976-2016). Predict the product of the given reaction. (1) Given the reactants [NH2:1][C:2](=O)[CH2:3][NH:4][C:5](=[O:29])[C:6]1[CH:11]=[CH:10][C:9]([CH2:12][N:13]2[C:17]([CH3:18])=[C:16]([C:19]3[CH:24]=[CH:23][C:22]([C:25]#[N:26])=[C:21]([Cl:27])[CH:20]=3)[C:15]([CH3:28])=[N:14]2)=[CH:8][CH:7]=1.N1C=CC=CC=1.C(Cl)(=O)C(Cl)=O.Cl, predict the reaction product. The product is: [Cl:27][C:21]1[CH:20]=[C:19]([C:16]2[C:15]([CH3:28])=[N:14][N:13]([CH2:12][C:9]3[CH:10]=[CH:11][C:6]([C:5]([NH:4][CH2:3][C:2]#[N:1])=[O:29])=[CH:7][CH:8]=3)[C:17]=2[CH3:18])[CH:24]=[CH:23][C:22]=1[C:25]#[N:26]. (2) Given the reactants [CH:1]([C@@H:3]1[CH2:12][C:11]2[C:6](=[CH:7][CH:8]=[CH:9][CH:10]=2)[CH2:5][N:4]1C(OC(C)(C)C)=O)=O.[CH3:20][NH:21][CH2:22][CH2:23][OH:24], predict the reaction product. The product is: [CH3:20][N:21]([CH2:1][C@@H:3]1[CH2:12][C:11]2[C:6](=[CH:7][CH:8]=[CH:9][CH:10]=2)[CH2:5][NH:4]1)[CH2:22][CH2:23][OH:24]. (3) Given the reactants [CH2:1]([NH2:4])[CH2:2][CH3:3].[NH:5]1[C:13]2[C:8](=[CH:9][C:10]([NH:14][C:15]3[C:16]4[S:23][C:22]([C:24]5[CH:31]=[CH:30][C:27]([CH:28]=O)=[CH:26][CH:25]=5)=[CH:21][C:17]=4[N:18]=[CH:19][N:20]=3)=[CH:11][CH:12]=2)[CH:7]=[CH:6]1, predict the reaction product. The product is: [NH:5]1[C:13]2[C:8](=[CH:9][C:10]([NH:14][C:15]3[C:16]4[S:23][C:22]([C:24]5[CH:31]=[CH:30][C:27]([CH2:28][NH:4][CH2:1][CH2:2][CH3:3])=[CH:26][CH:25]=5)=[CH:21][C:17]=4[N:18]=[CH:19][N:20]=3)=[CH:11][CH:12]=2)[CH:7]=[CH:6]1. (4) Given the reactants [Cl:1][C:2]1[CH:7]=[CH:6][C:5]([C:8]2[S:17][C:11]3[C:12](=[O:16])[NH:13][CH:14]=[CH:15][C:10]=3[CH:9]=2)=[CH:4][CH:3]=1.Br[C:19]1[CH:24]=[CH:23][C:22]([C:25]([CH:27]2[CH2:31][CH2:30][N:29]([CH3:32])[CH2:28]2)=[O:26])=[CH:21][CH:20]=1.C([O-])([O-])=O.[Cs+].[Cs+].CNCCNC.Cl.CCOCC, predict the reaction product. The product is: [ClH:1].[Cl:1][C:2]1[CH:3]=[CH:4][C:5]([C:8]2[S:17][C:11]3[C:12](=[O:16])[N:13]([C:19]4[CH:24]=[CH:23][C:22]([C:25]([CH:27]5[CH2:31][CH2:30][N:29]([CH3:32])[CH2:28]5)=[O:26])=[CH:21][CH:20]=4)[CH:14]=[CH:15][C:10]=3[CH:9]=2)=[CH:6][CH:7]=1. (5) Given the reactants Br[C:2]1[C:3](=[O:18])[C:4]([CH3:17])([CH3:16])[O:5][C:6]=1[C:7]1[CH:12]=[CH:11][C:10]([N+:13]([O-:15])=[O:14])=[CH:9][CH:8]=1.CC1(C)C(C)(C)OB([C:27]2[CH:44]=[CH:43][C:30]([O:31][CH2:32][C:33]3[CH:42]=[CH:41][C:40]4[C:35](=[CH:36][CH:37]=[CH:38][CH:39]=4)[N:34]=3)=[CH:29][CH:28]=2)O1.C([O-])([O-])=O.[Cs+].[Cs+], predict the reaction product. The product is: [CH3:16][C:4]1([CH3:17])[C:3](=[O:18])[C:2]([C:27]2[CH:28]=[CH:29][C:30]([O:31][CH2:32][C:33]3[CH:42]=[CH:41][C:40]4[C:35](=[CH:36][CH:37]=[CH:38][CH:39]=4)[N:34]=3)=[CH:43][CH:44]=2)=[C:6]([C:7]2[CH:12]=[CH:11][C:10]([N+:13]([O-:15])=[O:14])=[CH:9][CH:8]=2)[O:5]1. (6) Given the reactants [CH3:1][C:2]1[C:3](/[C:7](=[N:14]\[O:15][CH2:16][C:17]2[N:22]=[C:21]([NH2:23])[CH:20]=[CH:19][CH:18]=2)/[C:8]2[CH:13]=[CH:12][CH:11]=[CH:10][CH:9]=2)=[N:4][S:5][N:6]=1.N1C=CC=CC=1.[C:30](Cl)(=[O:36])[O:31][CH2:32][C:33]#[C:34][CH3:35], predict the reaction product. The product is: [CH3:1][C:2]1[C:3]([C:7](=[N:14][O:15][CH2:16][C:17]2[N:22]=[C:21]([NH:23][C:30](=[O:36])[O:31][CH2:32][C:33]#[C:34][CH3:35])[CH:20]=[CH:19][CH:18]=2)[C:8]2[CH:9]=[CH:10][CH:11]=[CH:12][CH:13]=2)=[N:4][S:5][N:6]=1.